From a dataset of Reaction yield outcomes from USPTO patents with 853,638 reactions. Predict the reaction yield, written as a fraction of the theoretical maximum amount of product (1.0 means a 100% yield; for example, 0.34 means a 34% yield). (1) The reactants are [OH:1][C:2]1[CH:3]([CH3:14])[NH:4][C:5]([CH3:13])=[C:6]([C:8]([O:10][CH2:11][CH3:12])=[O:9])[N:7]=1. The catalyst is C(Cl)Cl.CCOC(C)=O.CCCC(C)C.[O-2].[O-2].[Mn+4]. The product is [OH:1][C:2]1[N:7]=[C:6]([C:8]([O:10][CH2:11][CH3:12])=[O:9])[C:5]([CH3:13])=[N:4][C:3]=1[CH3:14]. The yield is 0.726. (2) The reactants are Br[C:2]1[CH:7]=[CH:6][C:5]([CH:8]2[C:12]3[CH:13]=[C:14]([NH:19][C:20](=[O:26])[CH2:21][C:22]([CH3:25])([CH3:24])[CH3:23])[C:15]([CH3:18])=[C:16]([CH3:17])[C:11]=3[O:10][C:9]2([CH3:28])[CH3:27])=[CH:4][CH:3]=1.CN(C)[C:31](=[O:33])[CH3:32]. The catalyst is C(OCC)(=O)C.CCCCCC. The product is [C:31]([C:2]1[CH:3]=[CH:4][C:5]([CH:8]2[C:12]3[CH:13]=[C:14]([NH:19][C:20](=[O:26])[CH2:21][C:22]([CH3:24])([CH3:23])[CH3:25])[C:15]([CH3:18])=[C:16]([CH3:17])[C:11]=3[O:10][C:9]2([CH3:28])[CH3:27])=[CH:6][CH:7]=1)(=[O:33])[CH3:32]. The yield is 0.200. (3) The reactants are [NH2:1][C:2]1[CH:11]=[CH:10][C:9]2[N:8]=[CH:7][CH:6]=[CH:5][C:4]=2[C:3]=1[C:12](N)=[O:13].S(=O)(=O)(O)O.[OH-].[Na+].[C:22]([O-])(O)=[O:23].[Na+]. The catalyst is CO.O. The product is [CH3:22][O:23][C:12]([C:3]1[C:4]2[CH:5]=[CH:6][CH:7]=[N:8][C:9]=2[CH:10]=[CH:11][C:2]=1[NH2:1])=[O:13]. The yield is 0.260. (4) The reactants are C(O[C:9]([S:11][C:12]1[CH:17]=[CH:16][C:15]([NH:18][C:19](=[O:35])/[CH:20]=[CH:21]/[C:22]2[CH:23]=[N:24][N:25]([CH3:34])[C:26]=2[C:27]2[CH:32]=[CH:31][C:30]([F:33])=[CH:29][CH:28]=2)=[CH:14][CH:13]=1)=O)C1C=CC=CC=1.ClC[C:38]1[N:42]([CH2:43][CH2:44][CH3:45])[CH:41]=[N:40][N:39]=1.[OH-].[Na+]. The catalyst is C(O)C. The product is [F:33][C:30]1[CH:29]=[CH:28][C:27]([C:26]2[N:25]([CH3:34])[N:24]=[CH:23][C:22]=2/[CH:21]=[CH:20]/[C:19]([NH:18][C:15]2[CH:14]=[CH:13][C:12]([S:11][CH2:9][C:38]3[N:42]([CH2:43][CH2:44][CH3:45])[CH:41]=[N:40][N:39]=3)=[CH:17][CH:16]=2)=[O:35])=[CH:32][CH:31]=1. The yield is 0.650. (5) The reactants are [Cl:1][C:2]1[N:3]=[C:4]([C:9]([NH:11][CH:12]2[CH2:15][N:14]([C:16]3[S:17][C:18]([C:22]([O:24]CC)=[O:23])=[C:19]([CH3:21])[N:20]=3)[CH2:13]2)=[O:10])[NH:5][C:6]=1[CH2:7][CH3:8].[OH-].[Li+].C1COCC1.O. The catalyst is CO. The product is [Cl:1][C:2]1[N:3]=[C:4]([C:9]([NH:11][CH:12]2[CH2:13][N:14]([C:16]3[S:17][C:18]([C:22]([OH:24])=[O:23])=[C:19]([CH3:21])[N:20]=3)[CH2:15]2)=[O:10])[NH:5][C:6]=1[CH2:7][CH3:8]. The yield is 0.910. (6) The reactants are [ClH:1].[OH:2][C:3]1[CH:4]=[C:5]([CH:9]=[CH:10][C:11]=1[OH:12])[CH2:6][CH2:7][NH2:8].[C:13]([N:18]1[CH2:23][CH2:22][C:21](=O)[CH2:20][CH2:19]1)([O:15][CH2:16][CH3:17])=[O:14].C(N(CC)CC)C.Cl.C(O)C. The yield is 0.910. The catalyst is C(O)C. The product is [ClH:1].[CH2:16]([O:15][C:13]([N:18]1[CH2:23][CH2:22][C:21]2([C:9]3[C:5](=[CH:4][C:3]([OH:2])=[C:11]([OH:12])[CH:10]=3)[CH2:6][CH2:7][NH:8]2)[CH2:20][CH2:19]1)=[O:14])[CH3:17]. (7) The reactants are [Br:1][C:2]1[C:3]([Cl:11])=[N:4][CH:5]=[C:6]([CH:10]=1)[C:7](O)=[O:8].B.Cl. The catalyst is C1COCC1. The product is [Cl:11][C:3]1[C:2]([Br:1])=[CH:10][C:6]([CH2:7][OH:8])=[CH:5][N:4]=1. The yield is 0.370. (8) The reactants are [Cl:1][C:2]1[CH:7]=[C:6]([C:8]([F:11])([F:10])[F:9])[CH:5]=[C:4]([Cl:12])[C:3]=1[C:13]1[CH:18]=[CH:17][C:16]([CH3:19])=[CH:15][CH:14]=1.[Cl:20][S:21](O)(=[O:23])=[O:22]. The catalyst is C(Cl)(Cl)Cl. The product is [Cl:1][C:2]1[CH:7]=[C:6]([C:8]([F:9])([F:10])[F:11])[CH:5]=[C:4]([Cl:12])[C:3]=1[C:13]1[CH:18]=[CH:17][C:16]([CH3:19])=[C:15]([S:21]([Cl:20])(=[O:23])=[O:22])[CH:14]=1. The yield is 0.810.